From a dataset of Reaction yield outcomes from USPTO patents with 853,638 reactions. Predict the reaction yield, written as a fraction of the theoretical maximum amount of product (1.0 means a 100% yield; for example, 0.34 means a 34% yield). (1) The reactants are [O:1]1[CH2:3][CH:2]1[CH2:4][O:5][C:6]1[C:18]2[C:17]3[C:12](=[CH:13][CH:14]=[CH:15][CH:16]=3)[NH:11][C:10]=2[CH:9]=[CH:8][CH:7]=1.[CH3:19][O:20][C:21]1[CH:30]=[CH:29][CH:28]=[CH:27][C:22]=1[O:23][CH2:24][CH2:25][NH2:26].[C:31]([OH:36])(=[O:35])[C:32]([OH:34])=[O:33]. The catalyst is CC(O)C. The product is [CH3:19][O:20][C:21]1[CH:30]=[CH:29][CH:28]=[CH:27][C:22]=1[O:23][CH2:24][CH2:25][NH:26][CH2:3][CH:2]([OH:1])[CH2:4][O:5][C:6]1[CH:7]=[CH:8][CH:9]=[C:10]2[NH:11][C:12]3[CH:13]=[CH:14][CH:15]=[CH:16][C:17]=3[C:18]=12.[C:31]([O-:36])(=[O:35])[C:32]([O-:34])=[O:33]. The yield is 0.809. (2) The product is [CH2:11]([C:9]1[N:8]([C:13]2[CH:18]=[CH:17][C:16]([CH2:19][CH2:20][NH:21][C:22]([NH:24][S:25]([C:28]3[CH:33]=[CH:32][C:31]([CH3:34])=[CH:30][CH:29]=3)(=[O:27])=[O:26])=[O:23])=[CH:15][CH:14]=2)[C:7]2[CH:35]=[C:3]([C:1]([NH2:2])=[O:36])[CH:4]=[CH:5][C:6]=2[N:10]=1)[CH3:12]. The catalyst is CC(O)(C)C. The reactants are [C:1]([C:3]1[CH:4]=[CH:5][C:6]2[N:10]=[C:9]([CH2:11][CH3:12])[N:8]([C:13]3[CH:18]=[CH:17][C:16]([CH2:19][CH2:20][NH:21][C:22]([NH:24][S:25]([C:28]4[CH:33]=[CH:32][C:31]([CH3:34])=[CH:30][CH:29]=4)(=[O:27])=[O:26])=[O:23])=[CH:15][CH:14]=3)[C:7]=2[CH:35]=1)#[N:2].[OH-:36].[K+]. The yield is 0.630. (3) The reactants are [C:1]([C:3]1[CH:18]=[CH:17][C:6]([CH2:7][CH2:8][NH:9]C(=O)OC(C)(C)C)=[CH:5][CH:4]=1)#[N:2].FC(F)(F)C(O)=O. The catalyst is ClCCl. The product is [NH2:9][CH2:8][CH2:7][C:6]1[CH:17]=[CH:18][C:3]([C:1]#[N:2])=[CH:4][CH:5]=1. The yield is 0.400. (4) The reactants are [CH3:1][O:2][C:3]1[C:4]([N+:20]([O-])=O)=[CH:5][C:6]2[CH2:12][CH2:11][CH:10]([N:13]3[CH2:18][CH2:17][O:16][CH2:15][CH2:14]3)[CH2:9][CH2:8][C:7]=2[CH:19]=1.[CH3:1][O:2][C:3]1[C:4]([NH2:20])=[CH:5][C:6]2[CH2:12][CH2:11][CH:10]([N:13]3[CH2:14][CH2:15][O:16][CH2:17][CH2:18]3)[CH2:9][CH2:8][C:7]=2[CH:19]=1.C(O)C.[H][H]. The product is [CH3:1][O:2][C:3]1[C:4]([NH2:20])=[CH:5][C:6]2[CH2:12][CH2:11][CH:10]([N:13]3[CH2:14][CH2:15][O:16][CH2:17][CH2:18]3)[CH2:9][CH2:8][C:7]=2[CH:19]=1. The yield is 0.840. The catalyst is [Pd]. (5) The reactants are [Cl:1][C:2]1[CH:3]=[C:4](B(O)O)[CH:5]=[CH:6][CH:7]=1.Cl[C:12]1[C:17]([CH2:18][OH:19])=[CH:16][CH:15]=[CH:14][N:13]=1.C(=O)(O)[O-].[Na+].O1CCOCC1. The catalyst is O.C1C=CC(P(C2C=CC=CC=2)[C-]2C=CC=C2)=CC=1.C1C=CC(P(C2C=CC=CC=2)[C-]2C=CC=C2)=CC=1.Cl[Pd]Cl.[Fe+2]. The product is [Cl:1][C:2]1[CH:3]=[C:4]([C:12]2[C:17]([CH2:18][OH:19])=[CH:16][CH:15]=[CH:14][N:13]=2)[CH:5]=[CH:6][CH:7]=1. The yield is 0.780.